The task is: Predict the product of the given reaction.. This data is from Forward reaction prediction with 1.9M reactions from USPTO patents (1976-2016). (1) Given the reactants [CH2:1]([O:8][C:9]1[CH:24]=[C:23]([N:25]([CH2:31][C:32]2[CH:37]=[CH:36][C:35]([CH:38]3[CH2:43][CH2:42][CH2:41][CH2:40][CH2:39]3)=[CH:34][CH:33]=2)[C:26](=[O:30])[CH2:27][NH:28][CH3:29])[CH:22]=[CH:21][C:10]=1[C:11]([O:13][CH2:14][C:15]1[CH:20]=[CH:19][CH:18]=[CH:17][CH:16]=1)=[O:12])[C:2]1[CH:7]=[CH:6][CH:5]=[CH:4][CH:3]=1.[C:44]1([S:54](Cl)(=[O:56])=[O:55])[C:53]2[C:48](=[CH:49][CH:50]=[CH:51][CH:52]=2)[CH:47]=[CH:46][CH:45]=1, predict the reaction product. The product is: [CH2:1]([O:8][C:9]1[CH:24]=[C:23]([N:25]([CH2:31][C:32]2[CH:33]=[CH:34][C:35]([CH:38]3[CH2:43][CH2:42][CH2:41][CH2:40][CH2:39]3)=[CH:36][CH:37]=2)[C:26](=[O:30])[CH2:27][N:28]([CH3:29])[S:54]([C:44]2[C:53]3[C:48](=[CH:49][CH:50]=[CH:51][CH:52]=3)[CH:47]=[CH:46][CH:45]=2)(=[O:56])=[O:55])[CH:22]=[CH:21][C:10]=1[C:11]([O:13][CH2:14][C:15]1[CH:20]=[CH:19][CH:18]=[CH:17][CH:16]=1)=[O:12])[C:2]1[CH:3]=[CH:4][CH:5]=[CH:6][CH:7]=1. (2) Given the reactants I([O-])(=O)(=O)=[O:2].[Na+].[Cl:7][C:8]1[N:9]=[CH:10][N:11]([C:13]2[CH:18]=[CH:17][C:16]([NH:19][C:20]3[N:37]=[C:23]4[C@@H:24]([C:30]5[CH:35]=[CH:34][C:33]([F:36])=[CH:32][CH:31]=5)[CH2:25][C:26](=C)[CH2:27][CH2:28][N:22]4[N:21]=3)=[CH:15][C:14]=2[O:38][CH3:39])[CH:12]=1, predict the reaction product. The product is: [Cl:7][C:8]1[N:9]=[CH:10][N:11]([C:13]2[CH:18]=[CH:17][C:16]([NH:19][C:20]3[N:37]=[C:23]4[C@@H:24]([C:30]5[CH:31]=[CH:32][C:33]([F:36])=[CH:34][CH:35]=5)[CH2:25][C:26](=[O:2])[CH2:27][CH2:28][N:22]4[N:21]=3)=[CH:15][C:14]=2[O:38][CH3:39])[CH:12]=1. (3) Given the reactants [S:1]1[C:9]2[CH:8]=[CH:7][N:6]=[CH:5][C:4]=2[CH:3]=[CH:2]1.C([Li])CCC.CN(OC)[C:17](=[O:19])[CH3:18], predict the reaction product. The product is: [S:1]1[C:9]2[CH:8]=[CH:7][N:6]=[CH:5][C:4]=2[CH:3]=[C:2]1[C:17](=[O:19])[CH3:18]. (4) Given the reactants C(OC([N:8]1[CH2:13][CH2:12][CH:11]([N:14]([CH:28]2[CH2:30][CH2:29]2)[C:15]([C:17]2[CH:18]=[N:19][C:20]([N:23]3[CH:27]=[CH:26][N:25]=[CH:24]3)=[N:21][CH:22]=2)=[O:16])[CH2:10][CH2:9]1)=O)(C)(C)C.FC(F)(F)C(O)=O, predict the reaction product. The product is: [CH:28]1([N:14]([CH:11]2[CH2:12][CH2:13][NH:8][CH2:9][CH2:10]2)[C:15]([C:17]2[CH:22]=[N:21][C:20]([N:23]3[CH:27]=[CH:26][N:25]=[CH:24]3)=[N:19][CH:18]=2)=[O:16])[CH2:29][CH2:30]1. (5) The product is: [CH3:13][C:12]1[N:1]=[C:2]([CH2:3][C:4]([O:6][CH2:7][CH3:8])=[O:5])[S:9][CH:11]=1. Given the reactants [NH2:1][C:2](=[S:9])[CH2:3][C:4]([O:6][CH2:7][CH3:8])=[O:5].Cl[CH2:11][C:12](=O)[CH3:13], predict the reaction product. (6) Given the reactants Cl[C:2]1[CH:3]=[C:4]2[C:9](=[CH:10][CH:11]=1)[C:8]([C:12]1([C:15]([F:18])([F:17])[F:16])[CH2:14][CH2:13]1)=[N:7][N:6]=[CH:5]2.[CH:19]1([NH:22][C:23](=[O:40])[C:24]2[CH:29]=[CH:28][C:27]([CH3:30])=[C:26](B3OC(C)(C)C(C)(C)O3)[CH:25]=2)[CH2:21][CH2:20]1.P([O-])([O-])([O-])=O.[K+].[K+].[K+].CC(C1C=C(C(C)C)C(C2C=CC=CC=2P(C2CCCCC2)C2CCCCC2)=C(C(C)C)C=1)C, predict the reaction product. The product is: [CH:19]1([NH:22][C:23](=[O:40])[C:24]2[CH:29]=[CH:28][C:27]([CH3:30])=[C:26]([C:2]3[CH:3]=[C:4]4[C:9](=[CH:10][CH:11]=3)[C:8]([C:12]3([C:15]([F:18])([F:17])[F:16])[CH2:14][CH2:13]3)=[N:7][N:6]=[CH:5]4)[CH:25]=2)[CH2:20][CH2:21]1. (7) Given the reactants N#N.[C:3]1([CH3:17])[CH:8]=[CH:7][CH:6]=[C:5]([C:9]2[O:13][CH:12]=[N:11][C:10]=2[C:14]([OH:16])=O)[CH:4]=1.C1C=CC2N(O)N=NC=2C=1.C(Cl)CCl.[C:32]([Si:36]([CH3:53])([CH3:52])[O:37][CH:38]([C:40]1[O:41][C:42]([CH2:45][N:46]2[N:50]=[C:49]([NH2:51])[CH:48]=[N:47]2)=[CH:43][N:44]=1)[CH3:39])([CH3:35])([CH3:34])[CH3:33], predict the reaction product. The product is: [C:32]([Si:36]([CH3:53])([CH3:52])[O:37][CH:38]([C:40]1[O:41][C:42]([CH2:45][N:46]2[N:50]=[C:49]([NH:51][C:14]([C:10]3[N:11]=[CH:12][O:13][C:9]=3[C:5]3[CH:4]=[C:3]([CH3:17])[CH:8]=[CH:7][CH:6]=3)=[O:16])[CH:48]=[N:47]2)=[CH:43][N:44]=1)[CH3:39])([CH3:35])([CH3:34])[CH3:33]. (8) Given the reactants C(O)C.[NH2:4][C:5]1[C:6]([N+:33]([O-])=O)=[CH:7][C:8]([O:22][C:23]2[CH:28]=[CH:27][C:26]([S:29]([CH3:32])(=[O:31])=[O:30])=[CH:25][CH:24]=2)=[C:9]([CH:11]2[CH2:15][CH2:14][CH2:13][N:12]2[C:16](=[O:21])[C:17]([F:20])([F:19])[F:18])[CH:10]=1.[H][H].[N:38]1[CH:43]=[CH:42][CH:41]=[CH:40][C:39]=1[CH:44]=O, predict the reaction product. The product is: [F:18][C:17]([F:20])([F:19])[C:16]([N:12]1[CH2:13][CH2:14][CH2:15][CH:11]1[C:9]1[C:8]([O:22][C:23]2[CH:28]=[CH:27][C:26]([S:29]([CH3:32])(=[O:31])=[O:30])=[CH:25][CH:24]=2)=[CH:7][C:6]2[N:33]=[C:44]([C:39]3[CH:40]=[CH:41][CH:42]=[CH:43][N:38]=3)[NH:4][C:5]=2[CH:10]=1)=[O:21]. (9) Given the reactants [C:1]1([CH:7]2[CH:12]([C:13]([O:15]CC)=[O:14])[CH2:11][CH2:10][N:9]([C:18]([O:20][C:21]([CH3:24])([CH3:23])[CH3:22])=[O:19])[CH2:8]2)[CH:6]=[CH:5][CH:4]=[CH:3][CH:2]=1.[OH-].[K+].C(O)(=O)CC(CC(O)=O)(C(O)=O)O, predict the reaction product. The product is: [C:21]([O:20][C:18]([N:9]1[CH2:10][CH2:11][CH:12]([C:13]([OH:15])=[O:14])[CH:7]([C:1]2[CH:6]=[CH:5][CH:4]=[CH:3][CH:2]=2)[CH2:8]1)=[O:19])([CH3:24])([CH3:22])[CH3:23]. (10) Given the reactants C[N:2](C)/[CH:3]=[CH:4]/[C:5]1[C:14]2[C:9](=[CH:10][C:11]([O:17][CH3:18])=[C:12]([O:15][CH3:16])[CH:13]=2)[N:8]=[CH:7][C:6]=1[C:19]#[N:20], predict the reaction product. The product is: [CH3:18][O:17][C:11]1[C:12]([O:15][CH3:16])=[CH:13][C:14]2[C:5]3[C:6](=[C:19]([NH2:20])[N:2]=[CH:3][CH:4]=3)[CH:7]=[N:8][C:9]=2[CH:10]=1.